This data is from NCI-60 drug combinations with 297,098 pairs across 59 cell lines. The task is: Regression. Given two drug SMILES strings and cell line genomic features, predict the synergy score measuring deviation from expected non-interaction effect. (1) Drug 1: CC1=C2C(C(=O)C3(C(CC4C(C3C(C(C2(C)C)(CC1OC(=O)C(C(C5=CC=CC=C5)NC(=O)C6=CC=CC=C6)O)O)OC(=O)C7=CC=CC=C7)(CO4)OC(=O)C)O)C)OC(=O)C. Drug 2: C1CNP(=O)(OC1)N(CCCl)CCCl. Cell line: ACHN. Synergy scores: CSS=15.4, Synergy_ZIP=-3.34, Synergy_Bliss=5.43, Synergy_Loewe=-17.5, Synergy_HSA=3.01. (2) Drug 1: C1CC(=O)NC(=O)C1N2CC3=C(C2=O)C=CC=C3N. Drug 2: C1CN(P(=O)(OC1)NCCCl)CCCl. Cell line: MDA-MB-435. Synergy scores: CSS=-0.319, Synergy_ZIP=-0.701, Synergy_Bliss=-0.664, Synergy_Loewe=0.611, Synergy_HSA=-0.867.